From a dataset of Tyrosyl-DNA phosphodiesterase HTS with 341,365 compounds. Binary Classification. Given a drug SMILES string, predict its activity (active/inactive) in a high-throughput screening assay against a specified biological target. (1) The compound is O(CCN1C(=O)c2c(C1=O)cccc2)C(=O)c1occc1. The result is 0 (inactive). (2) The drug is O1c2c(OC1)ccc(NC(=O)c1cc(NC(=O)C(C)C)ccc1)c2. The result is 0 (inactive). (3) The molecule is O=c1n(C\C=C\c2ccccc2)cnc2n(nnc12)Cc1ccccc1. The result is 0 (inactive). (4) The molecule is O=C(Nc1cc(ccc1)c1cc(OC)ccc1)C1CCN(CC1)Cc1nc(ccc1)C. The result is 0 (inactive). (5) The compound is S(=O)(=O)(N1CCOCC1)c1cc(NC(=O)CN(CC(=O)Nc2cc(F)ccc2)C)c(OC)cc1. The result is 0 (inactive). (6) The compound is S(=O)(=O)(N1C2(OCC1)CCN(S(=O)(=O)c1ccc(OC)cc1)CC2)c1sccc1. The result is 0 (inactive).